Regression. Given two drug SMILES strings and cell line genomic features, predict the synergy score measuring deviation from expected non-interaction effect. From a dataset of NCI-60 drug combinations with 297,098 pairs across 59 cell lines. (1) Drug 1: CC1=CC=C(C=C1)C2=CC(=NN2C3=CC=C(C=C3)S(=O)(=O)N)C(F)(F)F. Drug 2: C1=CC=C(C=C1)NC(=O)CCCCCCC(=O)NO. Cell line: MCF7. Synergy scores: CSS=19.4, Synergy_ZIP=-7.39, Synergy_Bliss=-0.755, Synergy_Loewe=-19.7, Synergy_HSA=-1.42. (2) Drug 1: C1CCC(CC1)NC(=O)N(CCCl)N=O. Drug 2: C1=CC(=CC=C1CCCC(=O)O)N(CCCl)CCCl. Cell line: PC-3. Synergy scores: CSS=23.7, Synergy_ZIP=-8.98, Synergy_Bliss=-6.18, Synergy_Loewe=-4.91, Synergy_HSA=-3.88.